Task: Binary Classification. Given two protein amino acid sequences, predict whether they physically interact or not.. Dataset: Human Reference Interactome with 51,813 positive PPI pairs across 8,248 proteins, plus equal number of experimentally-validated negative pairs (1) Protein 1 (ENSG00000167768) has sequence MSRQFSSRSGYRSGGGFSSGSAGIINYQRRTTSSSTRRSGGGGGRFSSCGGGGGSFGAGGGFGSRSLVNLGGSKSISISVARGGGRGSGFGGGYGGGGFGGGGFGGGGFGGGGIGGGGFGGFGSGGGGFGGGGFGGGGYGGGYGPVCPPGGIQEVTINQSLLQPLNVEIDPEIQKVKSREREQIKSLNNQFASFIDKVRFLEQQNQVLQTKWELLQQVDTSTRTHNLEPYFESFINNLRRRVDQLKSDQSRLDSELKNMQDMVEDYRNKYEDEINKRTNAENEFVTIKKDVDGAYMTKVD.... Protein 2 (ENSG00000164574) has sequence MRRKEKRLLQAVALVLAALVLLPNVGLWALYRERQPDGTPGGSGAAVAPAAGQGSHSRQKKTFFLGDGQKLKDWHDKEAIRRDAQRVGNGEQGRPYPMTDAERVDQAYRENGFNIYVSDKISLNRSLPDIRHPNCNSKRYLETLPNTSIIIPFHNEGWSSLLRTVHSVLNRSPPELVAEIVLVDDFSDREHLKKPLEDYMALFPSVRILRTKKREGLIRTRMLGASVATGDVITFLDSHCEANVNWLPPLLDRIARNRKTIVCPMIDVIDHDDFRYETQAGDAMRGAFDWEMYYKRIPIP.... Result: 0 (the proteins do not interact). (2) Protein 1 (ENSG00000169375) has sequence MKRRLDDQESPVYAAQQRRIPGSTEAFPHQHRVLAPAPPVYEAVSETMQSATGIQYSVTPSYQVSAMPQSSGSHGPAIAAVHSSHHHPTAVQPHGGQVVQSHAHPAPPVAPVQGQQQFQRLKVEDALSYLDQVKLQFGSQPQVYNDFLDIMKEFKSQSIDTPGVISRVSQLFKGHPDLIMGFNTFLPPGYKIEVQTNDMVNVTTPGQVHQIPTHGIQPQPQPPPQHPSQPSAQSAPAPAQPAPQPPPAKVSKPSQLQAHTPASQQTPPLPPYASPRSPPVQPHTPVTISLGTAPSLQNNQ.... Protein 2 (ENSG00000138435) has sequence MEPWPLLLLFSLCSAGLVLGSEHETRLVAKLFKDYSSVVRPVEDHRQVVEVTVGLQLIQLINVDEVNQIVTTNVRLKQGDMVDLPRPSCVTLGVPLFSHLQNEQWVDYNLKWNPDDYGGVKKIHIPSEKIWRPDLVLYNNADGDFAIVKFTKVLLQYTGHITWTPPAIFKSYCEIIVTHFPFDEQNCSMKLGTWTYDGSVVAINPESDQPDLSNFMESGEWVIKESRGWKHSVTYSCCPDTPYLDITYHFVMQRLPLYFIVNVIIPCLLFSFLTGLVFYLPTDSGEKMTLSISVLLSLTV.... Result: 0 (the proteins do not interact). (3) Protein 1 (ENSG00000175198) has sequence MAGFWVGTAPLVAAGRRGRWPPQQLMLSAALRTLKTFDKILVANRGEIACRVIRTCKKMGIKTVAIHSDVDASSVHVKMADEAVCVGPAPTSKSYLNMDAIMEAIKKTRAQAVHPGYGFLSENKEFARCLAAEDVVFIGPDTHAIQAMGDKIESKLLAKKAEVNTIPGFDGVVKDAEEAVRIAREIGYPVMIKASAGGGGKGMRIAWDDEETRDGFRLSSQEAASSFGDDRLLIEKFIDNPRHIEIQVLGDKHGNALWLNERECSIQRRNQKVVEEAPSIFLDAETRRAMGEQAVALARA.... Protein 2 (ENSG00000109610) has sequence MLALLCSCLLLAAGASDAWTGEDSAEPNSDSAEWIRDMYAKVTEIWQEVMQRRDDDGALHAACQVQPSATLDAAQPRVTGVVLFRQLAPRAKLDAFFALEGFPTEPNSSSRAIHVHQFGDLSQGCESTGPHYNPLAVPHPQHPGDFGNFAVRDGSLWRYRAGLAASLAGPHSIVGRAVVVHAGEDDLGRGGNQASVENGNAGRRLACCVVGVCGPGLWERQAREHSERKKRRRESECKAA*MLALLCSCLLLAAGASDAWTGEDSAEPNSDSAEWIRDMYAKVTEIWQEVMQRRD. Result: 0 (the proteins do not interact). (4) Protein 1 (ENSG00000105497) has sequence MPADVNLSQKPQVLGPEKQDGSCEASVSFEDVTVDFSREEWQQLDPAQRCLYRDVMLELYSHLFAVGYHIPNPEVIFRMLKEKEPRVEEAEVSHQRCQEREFGLEIPQKEISKKASFQKDMVGEFTRDGSWCSILEELRLDADRTKKDEQNQIQPMSHSAFFNKKTLNTESNCEYKDPGKMIRTRPHLASSQKQPQKCCLFTESLKLNLEVNGQNESNDTEQLDDVVGSGQLFSHSSSDACSKNIHTGETFCKGNQCRKVCGHKQSLKQHQIHTQKKPDGCSECGGSFTQKSHLFAQQRI.... Protein 2 (ENSG00000093144) has sequence MAKSLLKTASLSGRTKLLHQTGLSLYSTSHGFYEEEVKKTLQQFPGGSIDLQKEDNGIGILTLNNPSRMNAFSGVMMLQLLEKVIELENWTEGKGLIVRGAKNTFSSGSDLNAVKSLGTPEDGMAVCMFMQNTLTRFMR*MAKSLLKTASLSGRTKLLHQTGLSLYSTSHGFYEEEVKKTLQQFPGGSIDLQKEDNGIGILTLNNPSRMNAFSGVMMLQLLEKVIELENWTEGKGLIVRGAKNTFSSGSDLNAVKSLGTPETSFNKCCAGSRLGIGWRSRIYYSM*MAKSLLKTASLSGR.... Result: 0 (the proteins do not interact). (5) Protein 1 (ENSG00000126603) has sequence MHSLDEPLDLKLSITKLRAAREKRERTLGVVRPRALHRELGLVDDSPTPGSPGSPPSGFLLNSKFPEKVEGRFSAAPLVDLSLSPPSGLDSPNGSSSLSPERQGNGDLPPVPSASDFQPLRYLDGVPSSFQFFLPLGSGGALHLPASSFLTPPKDKCLSPDLPLPKQLVCRWAKCNQLFELLQDLVDHVNDYHVKPEKDAGYCCHWEGCARHGRGFNARYKMLIHIRTHTNEKPHRCPTCSKSFSRLENLKIHNRSHTGEKPYVCPYEGCNKRYSNSSDRFKHTRTHYVDKPYYCKMPGC.... Protein 2 (ENSG00000233608) has sequence MEEGSSSPVSPVDSLGTSEEELERQPKRFGRKRRYSKKSSEDGSPTPGKRGKKGSPSAQSFEELQSQRILANVRERQRTQSLNEAFAALRKIIPTLPSDKLSKIQTLKLAARYIDFLYQVLQSDEMDNKMTSCSYVAHERLSYAFSVWRMEGAWSMSASH*. Result: 1 (the proteins interact).